Dataset: Full USPTO retrosynthesis dataset with 1.9M reactions from patents (1976-2016). Task: Predict the reactants needed to synthesize the given product. (1) Given the product [N:12]1[C:11]2[NH:7][CH:8]=[CH:9][C:10]=2[C:15]([C:16]2[CH:17]=[N:18][N:19]([C@@H:21]([CH3:25])[CH2:22][C:23]#[N:24])[CH:20]=2)=[N:14][CH:13]=1, predict the reactants needed to synthesize it. The reactants are: C[Si](C)(C)CCOC[N:7]1[C:11]2[N:12]=[CH:13][N:14]=[C:15]([C:16]3[CH:17]=[N:18][N:19]([C@@H:21]([CH3:25])[CH2:22][C:23]#[N:24])[CH:20]=3)[C:10]=2[CH:9]=[CH:8]1.C(#N)C.F[B-](F)(F)F.[Li+].[OH-].[NH4+]. (2) Given the product [NH2:1][C:2]([O:4][CH:5]1[CH2:10][CH2:9][CH2:8][N:7]([C:11]2[N:12]=[C:13]3[CH:30]=[C:29]([CH2:31][CH2:32][C:33]4[S:34][CH:35]=[C:36]([CH:38]([CH3:39])[CH3:40])[N:37]=4)[C:28]([F:41])=[CH:27][N:14]3[C:15](=[O:26])[C:16]=2[CH:17]=[CH:18][C:19]([OH:21])=[O:20])[CH2:6]1)=[O:3], predict the reactants needed to synthesize it. The reactants are: [NH2:1][C:2]([O:4][CH:5]1[CH2:10][CH2:9][CH2:8][N:7]([C:11]2[N:12]=[C:13]3[CH:30]=[C:29]([CH2:31][CH2:32][C:33]4[S:34][CH:35]=[C:36]([CH:38]([CH3:40])[CH3:39])[N:37]=4)[C:28]([F:41])=[CH:27][N:14]3[C:15](=[O:26])[C:16]=2/[CH:17]=[CH:18]/[C:19]([O:21]C(C)(C)C)=[O:20])[CH2:6]1)=[O:3]. (3) Given the product [CH3:1][CH:2]1[NH:3][CH2:4][CH:5]([C:6]([O:8][CH3:9])=[O:7])[CH2:10][CH2:11]1, predict the reactants needed to synthesize it. The reactants are: [CH3:1][C:2]1[CH:11]=[CH:10][C:5]([C:6]([O:8][CH3:9])=[O:7])=[CH:4][N:3]=1.Cl.[H][H].